The task is: Predict the reactants needed to synthesize the given product.. This data is from Full USPTO retrosynthesis dataset with 1.9M reactions from patents (1976-2016). Given the product [CH:22]1([CH2:21][N:11]2[C:12]3[CH2:17][CH2:16][N:15]([C:18](=[O:20])[CH3:19])[CH2:14][C:13]=3[C:9]([NH:8][C:4]3[CH:3]=[C:2]([C:25]4[CH2:30][CH2:29][CH2:28][CH2:27][CH:26]=4)[CH:7]=[CH:6][CH:5]=3)=[N:10]2)[CH2:24][CH2:23]1, predict the reactants needed to synthesize it. The reactants are: Br[C:2]1[CH:3]=[C:4]([NH:8][C:9]2[C:13]3[CH2:14][N:15]([C:18](=[O:20])[CH3:19])[CH2:16][CH2:17][C:12]=3[N:11]([CH2:21][CH:22]3[CH2:24][CH2:23]3)[N:10]=2)[CH:5]=[CH:6][CH:7]=1.[C:25]1(B(O)O)[CH2:30][CH2:29][CH2:28][CH2:27][CH:26]=1.CC([O-])=O.[K+].